This data is from Catalyst prediction with 721,799 reactions and 888 catalyst types from USPTO. The task is: Predict which catalyst facilitates the given reaction. (1) Reactant: [C:1]([CH2:3][C:4]([O:6][CH2:7][CH3:8])=[O:5])#[N:2].[Cl-].[Mg+2].[Cl-].C(N(CC)CC)C.[C:19](Cl)(=[O:22])[CH2:20][CH3:21].Cl. The catalyst class is: 10. Product: [C:1]([CH:3]([C:19](=[O:22])[CH2:20][CH3:21])[C:4]([O:6][CH2:7][CH3:8])=[O:5])#[N:2]. (2) Reactant: [Cl:1][C:2]1[CH:3]=[C:4]2[C:8](=[CH:9][CH:10]=1)[N:7]([C:11]([C:13]1[CH:14]=[C:15]3[C:20](=[CH:21][C:22]=1[CH3:23])[N:19]1[C:24]([C@H:27]4[CH2:32][CH2:31][C@H:30]([C:33]([O:35]CC5C=CC=CC=5)=[O:34])[CH2:29][CH2:28]4)=[N:25][CH:26]=[C:18]1[C:17](=[O:43])[NH:16]3)=[O:12])[CH2:6][CH2:5]2.[OH-].[Na+].Cl. Product: [Cl:1][C:2]1[CH:3]=[C:4]2[C:8](=[CH:9][CH:10]=1)[N:7]([C:11]([C:13]1[CH:14]=[C:15]3[C:20](=[CH:21][C:22]=1[CH3:23])[N:19]1[C:24]([C@H:27]4[CH2:28][CH2:29][C@H:30]([C:33]([OH:35])=[O:34])[CH2:31][CH2:32]4)=[N:25][CH:26]=[C:18]1[C:17](=[O:43])[NH:16]3)=[O:12])[CH2:6][CH2:5]2. The catalyst class is: 5. (3) Product: [OH:4][CH2:5][C:6]1[N:22]=[CH:21][C:9]2[O:10][CH2:11][CH2:12][N:13]([C:14]([O:16][C:17]([CH3:18])([CH3:20])[CH3:19])=[O:15])[C:8]=2[CH:7]=1. Reactant: C([O:4][CH2:5][C:6]1[N:22]=[CH:21][C:9]2[O:10][CH2:11][CH2:12][N:13]([C:14]([O:16][C:17]([CH3:20])([CH3:19])[CH3:18])=[O:15])[C:8]=2[CH:7]=1)(=O)C.[OH-].[Na+]. The catalyst class is: 38. (4) Reactant: C([O:8][C:9]1[N:24]=[C:23]([C:25]2[CH:26]=[C:27]3[C:31](=[CH:32][CH:33]=2)[N:30]([CH3:34])[CH:29]=[CH:28]3)[C:22]([O:35][CH3:36])=[C:21]([O:37]CC2C=CC=CC=2)[C:10]=1[C:11]([O:13]CC1C=CC=CC=1)=[O:12])C1C=CC=CC=1. Product: [OH:37][C:21]1[C:22]([O:35][CH3:36])=[C:23]([C:25]2[CH:26]=[C:27]3[C:31](=[CH:32][CH:33]=2)[N:30]([CH3:34])[CH:29]=[CH:28]3)[NH:24][C:9](=[O:8])[C:10]=1[C:11]([OH:13])=[O:12]. The catalyst class is: 78.